This data is from Catalyst prediction with 721,799 reactions and 888 catalyst types from USPTO. The task is: Predict which catalyst facilitates the given reaction. (1) Reactant: [CH3:1][N:2]1[C:6]2[CH:7]=[CH:8][C:9]([N+:11]([O-:13])=[O:12])=[CH:10][C:5]=2[N:4]=[C:3]1[NH:14][C:15]1[CH:20]=[CH:19][CH:18]=[CH:17][CH:16]=1.C(=O)([O-])[O-].[Cs+].[Cs+].[C:27](O[C:27]([O:29][C:30]([CH3:33])([CH3:32])[CH3:31])=[O:28])([O:29][C:30]([CH3:33])([CH3:32])[CH3:31])=[O:28]. Product: [CH3:1][N:2]1[C:6]2[CH:7]=[CH:8][C:9]([N+:11]([O-:13])=[O:12])=[CH:10][C:5]=2[N:4]=[C:3]1[N:14]([C:15]1[CH:16]=[CH:17][CH:18]=[CH:19][CH:20]=1)[C:27](=[O:28])[O:29][C:30]([CH3:33])([CH3:32])[CH3:31]. The catalyst class is: 20. (2) Reactant: Cl.[CH3:2][NH:3][O:4][CH3:5].C(N(CC)CC)C.[F:13][C:14]1[CH:15]=[C:16]2[C:20](=[CH:21][CH:22]=1)[NH:19][C:18]([C:23]([OH:25])=O)=[CH:17]2.Cl.C(N=C=NCCCN(C)C)C. Product: [F:13][C:14]1[CH:15]=[C:16]2[C:20](=[CH:21][CH:22]=1)[NH:19][C:18]([C:23]([N:3]([O:4][CH3:5])[CH3:2])=[O:25])=[CH:17]2. The catalyst class is: 4.